Dataset: Reaction yield outcomes from USPTO patents with 853,638 reactions. Task: Predict the reaction yield, written as a fraction of the theoretical maximum amount of product (1.0 means a 100% yield; for example, 0.34 means a 34% yield). The reactants are C[O:2][C:3]([C:5]1[C:10](Cl)=[CH:9][C:8](=[O:12])[N:7]([C:13]2[CH:18]=[CH:17][CH:16]=[CH:15][CH:14]=2)[N:6]=1)=[O:4].[Br:19][C:20]1[CH:26]=[CH:25][C:23]([NH2:24])=[C:22]([F:27])[CH:21]=1.C(=O)([O-])[O-].[Cs+].[Cs+].O. The catalyst is ClC1C=CC=CC=1Cl.CCOC(C)=O. The product is [Br:19][C:20]1[CH:26]=[CH:25][C:23]([NH:24][C:10]2[C:5]([C:3]([OH:2])=[O:4])=[N:6][N:7]([C:13]3[CH:18]=[CH:17][CH:16]=[CH:15][CH:14]=3)[C:8](=[O:12])[CH:9]=2)=[C:22]([F:27])[CH:21]=1. The yield is 0.430.